From a dataset of Full USPTO retrosynthesis dataset with 1.9M reactions from patents (1976-2016). Predict the reactants needed to synthesize the given product. (1) The reactants are: [O:1]1[C:5]2([CH2:10][CH2:9][CH2:8][CH2:7][CH2:6]2)[O:4][CH2:3][C@@H:2]1[C:11]1[N:15]=[C:14]([NH:16][C:17]2[N:22]=[CH:21][C:20]([S:23][CH2:24][CH2:25][C:26](OC)=O)=[CH:19][C:18]=2[O:30][C:31]2[C:32]([CH3:37])=[N:33][CH:34]=[CH:35][CH:36]=2)[S:13][N:12]=1.[CH3:38]C([O-])(C)C.[K+].BrCC1CC1.CN(C=O)C. Given the product [CH:25]1([CH2:24][S:23][C:20]2[CH:19]=[C:18]([O:30][C:31]3[C:32]([CH3:37])=[N:33][CH:34]=[CH:35][CH:36]=3)[C:17]([NH:16][C:14]3[S:13][N:12]=[C:11]([C@H:2]4[CH2:3][O:4][C:5]5([CH2:6][CH2:7][CH2:8][CH2:9][CH2:10]5)[O:1]4)[N:15]=3)=[N:22][CH:21]=2)[CH2:38][CH2:26]1, predict the reactants needed to synthesize it. (2) Given the product [CH2:18]([N:26]1[C:9](=[O:17])[C:10]2[C:11](=[CH:13][CH:14]=[CH:15][CH:16]=2)[N:12]=[C:7]1[C:4]1[CH:3]=[CH:2][N:1]=[CH:6][CH:5]=1)[CH2:19][C:20]1[CH:25]=[CH:24][CH:23]=[CH:22][CH:21]=1, predict the reactants needed to synthesize it. The reactants are: [N:1]1[CH:6]=[CH:5][C:4]([C:7]2O[C:9](=[O:17])[C:10]3[CH:16]=[CH:15][CH:14]=[CH:13][C:11]=3[N:12]=2)=[CH:3][CH:2]=1.[CH2:18]([NH2:26])[CH2:19][C:20]1[CH:25]=[CH:24][CH:23]=[CH:22][CH:21]=1. (3) Given the product [CH3:43][C:2]1([CH3:1])[N:6]([CH2:7][CH2:8][CH2:9][CH2:10][CH2:11][CH2:12][CH2:13][CH2:14][CH2:15][S:16]([CH2:18][CH2:19][CH2:20][C:21]([F:26])([F:27])[C:22]([F:23])([F:25])[F:24])=[O:17])[C:5](=[O:28])[N:4]([C:29]2[CH:34]=[CH:33][C:32]([N+:35]([O-:37])=[O:36])=[CH:31][C:30]=2[C:64]([F:67])([F:66])[F:65])[C:3]1=[O:42], predict the reactants needed to synthesize it. The reactants are: [CH3:1][C:2]1([CH3:43])[N:6]([CH2:7][CH2:8][CH2:9][CH2:10][CH2:11][CH2:12][CH2:13][CH2:14][CH2:15][S:16]([CH2:18][CH2:19][CH2:20][C:21]([F:27])([F:26])[C:22]([F:25])([F:24])[F:23])=[O:17])[C:5](=[O:28])[N:4]([C:29]2[CH:34]=[CH:33][C:32]([N+:35]([O-:37])=[O:36])=[C:31](C(F)(F)F)[CH:30]=2)[C:3]1=[O:42].CC1(C)N(CCCCCCCCCSCCCC(F)(F)[C:64]([F:67])([F:66])[F:65])C(=O)N(C2C=CC([N+]([O-])=O)=C([C:64]([F:67])([F:66])[F:65])C=2)C1=O. (4) Given the product [NH2:17][C:15]([C:6]1[CH:7]=[N:8][C:9]2[C:4]([C:5]=1[NH:18][C:19]1[CH:24]=[CH:23][C:22]([F:25])=[CH:21][C:20]=1[F:26])=[CH:3][C:2]([C:35]1[CH2:40][CH2:39][N:38]([C:41]([O:43][C:44]([CH3:47])([CH3:46])[CH3:45])=[O:42])[CH2:37][CH:36]=1)=[C:11]([O:12][CH2:13][CH3:14])[CH:10]=2)=[O:16], predict the reactants needed to synthesize it. The reactants are: Br[C:2]1[CH:3]=[C:4]2[C:9](=[CH:10][C:11]=1[O:12][CH2:13][CH3:14])[N:8]=[CH:7][C:6]([C:15]([NH2:17])=[O:16])=[C:5]2[NH:18][C:19]1[CH:24]=[CH:23][C:22]([F:25])=[CH:21][C:20]=1[F:26].CC1(C)C(C)(C)OB([C:35]2[CH2:36][CH2:37][N:38]([C:41]([O:43][C:44]([CH3:47])([CH3:46])[CH3:45])=[O:42])[CH2:39][CH:40]=2)O1.C(=O)([O-])[O-].[K+].[K+]. (5) Given the product [Cl:13][C:14]1[C:19]([C:20]([F:21])([F:22])[F:23])=[C:18]([O:10][CH2:9][C:8]([C:5]2[CH:4]=[CH:3][C:2]([Cl:1])=[CH:7][CH:6]=2)([CH3:12])[CH3:11])[CH:17]=[CH:16][N:15]=1, predict the reactants needed to synthesize it. The reactants are: [Cl:1][C:2]1[CH:7]=[CH:6][C:5]([C:8]([CH3:12])([CH3:11])[CH2:9][OH:10])=[CH:4][CH:3]=1.[Cl:13][C:14]1[C:19]([C:20]([F:23])([F:22])[F:21])=[C:18](Cl)[CH:17]=[CH:16][N:15]=1.